This data is from NCI-60 drug combinations with 297,098 pairs across 59 cell lines. The task is: Regression. Given two drug SMILES strings and cell line genomic features, predict the synergy score measuring deviation from expected non-interaction effect. (1) Drug 1: CCC(=C(C1=CC=CC=C1)C2=CC=C(C=C2)OCCN(C)C)C3=CC=CC=C3.C(C(=O)O)C(CC(=O)O)(C(=O)O)O. Drug 2: CCC1=C2CN3C(=CC4=C(C3=O)COC(=O)C4(CC)O)C2=NC5=C1C=C(C=C5)O. Cell line: SNB-75. Synergy scores: CSS=26.7, Synergy_ZIP=-1.38, Synergy_Bliss=4.13, Synergy_Loewe=-29.0, Synergy_HSA=5.01. (2) Drug 1: CCCS(=O)(=O)NC1=C(C(=C(C=C1)F)C(=O)C2=CNC3=C2C=C(C=N3)C4=CC=C(C=C4)Cl)F. Drug 2: CC1=C2C(C(=O)C3(C(CC4C(C3C(C(C2(C)C)(CC1OC(=O)C(C(C5=CC=CC=C5)NC(=O)C6=CC=CC=C6)O)O)OC(=O)C7=CC=CC=C7)(CO4)OC(=O)C)O)C)OC(=O)C. Cell line: MCF7. Synergy scores: CSS=33.6, Synergy_ZIP=4.56, Synergy_Bliss=3.25, Synergy_Loewe=-26.5, Synergy_HSA=2.36. (3) Drug 1: CNC(=O)C1=CC=CC=C1SC2=CC3=C(C=C2)C(=NN3)C=CC4=CC=CC=N4. Drug 2: CC1C(C(CC(O1)OC2CC(CC3=C2C(=C4C(=C3O)C(=O)C5=C(C4=O)C(=CC=C5)OC)O)(C(=O)CO)O)N)O.Cl. Cell line: NCI-H322M. Synergy scores: CSS=30.0, Synergy_ZIP=-1.27, Synergy_Bliss=-2.89, Synergy_Loewe=-14.4, Synergy_HSA=-3.28.